Dataset: Peptide-MHC class II binding affinity with 134,281 pairs from IEDB. Task: Regression. Given a peptide amino acid sequence and an MHC pseudo amino acid sequence, predict their binding affinity value. This is MHC class II binding data. (1) The peptide sequence is LSYRSLQPETFAVVD. The MHC is HLA-DPA10201-DPB11401 with pseudo-sequence HLA-DPA10201-DPB11401. The binding affinity (normalized) is 0.477. (2) The peptide sequence is YDNFLANVSTVLTGK. The MHC is DRB1_0405 with pseudo-sequence DRB1_0405. The binding affinity (normalized) is 0.582. (3) The peptide sequence is YTDYLTVMDRYSVDA. The MHC is DRB3_0202 with pseudo-sequence DRB3_0202. The binding affinity (normalized) is 0.431. (4) The peptide sequence is AFKVAACAANAAPAN. The MHC is DRB1_0901 with pseudo-sequence DRB1_0901. The binding affinity (normalized) is 0.698. (5) The peptide sequence is VSAIVGAAASVFVCL. The MHC is HLA-DPA10301-DPB10402 with pseudo-sequence HLA-DPA10301-DPB10402. The binding affinity (normalized) is 0.147. (6) The MHC is DRB1_1101 with pseudo-sequence DRB1_1101. The binding affinity (normalized) is 0.628. The peptide sequence is LEKISNEIKIVATPD. (7) The peptide sequence is PELVPEDPEDSA. The MHC is HLA-DQA10501-DQB10201 with pseudo-sequence HLA-DQA10501-DQB10201. The binding affinity (normalized) is 0.319. (8) The peptide sequence is EEDKENALSLLDKIYT. The MHC is HLA-DQA10101-DQB10501 with pseudo-sequence HLA-DQA10101-DQB10501. The binding affinity (normalized) is 0.276.